Dataset: Peptide-MHC class II binding affinity with 134,281 pairs from IEDB. Task: Regression. Given a peptide amino acid sequence and an MHC pseudo amino acid sequence, predict their binding affinity value. This is MHC class II binding data. (1) The MHC is DRB1_0802 with pseudo-sequence DRB1_0802. The peptide sequence is VIVMLIPTAMAFHLT. The binding affinity (normalized) is 0.948. (2) The binding affinity (normalized) is 0.591. The MHC is DRB1_0901 with pseudo-sequence DRB1_0901. The peptide sequence is ADNSLDYAANFSHML. (3) The peptide sequence is DLTLPWQSGSGGVWR. The MHC is HLA-DQA10501-DQB10402 with pseudo-sequence HLA-DQA10501-DQB10402. The binding affinity (normalized) is 0. (4) The peptide sequence is SGARSNVTFTVNQTS. The MHC is DRB1_1101 with pseudo-sequence DRB1_1101. The binding affinity (normalized) is 0.247. (5) The peptide sequence is VVVHITDDNEEPIAA. The MHC is DRB1_0701 with pseudo-sequence DRB1_0701. The binding affinity (normalized) is 0.0491. (6) The peptide sequence is KNPTDTGHGTVVMQV. The MHC is DRB5_0101 with pseudo-sequence DRB5_0101. The binding affinity (normalized) is 0. (7) The peptide sequence is GQIGNDPNRDIL. The MHC is DRB1_0404 with pseudo-sequence DRB1_0404. The binding affinity (normalized) is 0.244. (8) The peptide sequence is YVDEHLMCEIEGHHL. The MHC is DRB1_1201 with pseudo-sequence DRB1_1201. The binding affinity (normalized) is 0.318.